From a dataset of Reaction yield outcomes from USPTO patents with 853,638 reactions. Predict the reaction yield, written as a fraction of the theoretical maximum amount of product (1.0 means a 100% yield; for example, 0.34 means a 34% yield). The reactants are Cl[C:2]1[CH:7]=[CH:6][CH:5]=[CH:4][CH:3]=1.[C:8]1([NH:14][CH2:15][CH2:16][CH2:17][CH2:18][NH2:19])[CH:13]=[CH:12][CH:11]=[CH:10][CH:9]=1.CC([O-])(C)C.[Na+]. The catalyst is O1CCOCC1. The product is [C:2]1([NH:19][CH2:18][CH2:17][CH2:16][CH2:15][NH:14][C:8]2[CH:13]=[CH:12][CH:11]=[CH:10][CH:9]=2)[CH:7]=[CH:6][CH:5]=[CH:4][CH:3]=1. The yield is 0.910.